Dataset: Full USPTO retrosynthesis dataset with 1.9M reactions from patents (1976-2016). Task: Predict the reactants needed to synthesize the given product. The reactants are: CO.[C:3]([C:8]1[CH:18]=[CH:17][C:11]([C:12]([O:14][CH2:15][CH3:16])=[O:13])=[CH:10][CH:9]=1)(=O)[CH2:4][CH2:5][CH3:6].[F:19][C:20]([F:35])([F:34])[C:21]1[CH:26]=[CH:25][C:24]([C:27]2[N:32]=[CH:31][C:30]([NH2:33])=[CH:29][N:28]=2)=[CH:23][CH:22]=1.[B][B][B][B][B][B][B][B][B][B]. Given the product [F:35][C:20]([F:19])([F:34])[C:21]1[CH:22]=[CH:23][C:24]([C:27]2[N:28]=[CH:29][C:30]([NH:33][CH:3]([C:8]3[CH:18]=[CH:17][C:11]([C:12]([O:14][CH2:15][CH3:16])=[O:13])=[CH:10][CH:9]=3)[CH2:4][CH2:5][CH3:6])=[CH:31][N:32]=2)=[CH:25][CH:26]=1, predict the reactants needed to synthesize it.